From a dataset of Full USPTO retrosynthesis dataset with 1.9M reactions from patents (1976-2016). Predict the reactants needed to synthesize the given product. Given the product [Cl:13][C:5]1[CH:4]=[CH:3][C:2]([C:33]2[CH:32]=[CH:31][C:30]3[C:35](=[CH:36][CH:37]=[C:28]([O:27][CH3:26])[CH:29]=3)[CH:34]=2)=[CH:12][C:6]=1[C:7]([O:9][CH2:10][CH3:11])=[O:8], predict the reactants needed to synthesize it. The reactants are: Br[C:2]1[CH:3]=[CH:4][C:5]([Cl:13])=[C:6]([CH:12]=1)[C:7]([O:9][CH2:10][CH3:11])=[O:8].COCCOC.C(=O)([O-])[O-].[Na+].[Na+].[CH3:26][O:27][C:28]1[CH:29]=[C:30]2[C:35](=[CH:36][CH:37]=1)[CH:34]=[C:33](B(O)O)[CH:32]=[CH:31]2.